From a dataset of NCI-60 drug combinations with 297,098 pairs across 59 cell lines. Regression. Given two drug SMILES strings and cell line genomic features, predict the synergy score measuring deviation from expected non-interaction effect. Drug 1: C1CC(=O)NC(=O)C1N2CC3=C(C2=O)C=CC=C3N. Cell line: OVCAR-4. Drug 2: C1=CN(C(=O)N=C1N)C2C(C(C(O2)CO)O)O.Cl. Synergy scores: CSS=-0.352, Synergy_ZIP=-0.807, Synergy_Bliss=-1.69, Synergy_Loewe=-3.93, Synergy_HSA=-2.35.